Predict the product of the given reaction. From a dataset of Forward reaction prediction with 1.9M reactions from USPTO patents (1976-2016). (1) Given the reactants Br[CH2:2][C:3](=O)[C:4]([OH:6])=[O:5].[C:8]([C:12]([O:14][CH2:15][C:16]([NH2:18])=[S:17])=[O:13])([CH3:11])([CH3:10])[CH3:9].ClCCl, predict the reaction product. The product is: [CH3:10][C:8]([CH3:11])([CH3:9])[C:12]([O:14][CH2:15][C:16]1[S:17][CH:2]=[C:3]([C:4]([OH:6])=[O:5])[N:18]=1)=[O:13]. (2) Given the reactants [C:1]([O:5][C:6]([N:8]1[CH2:13][CH2:12][C:11]([NH2:16])([C:14]#[N:15])[CH2:10][CH2:9]1)=[O:7])([CH3:4])([CH3:3])[CH3:2].F[P-](F)(F)(F)(F)F.N1(O[P+](N(C)C)(N(C)C)N(C)C)C2C=CC=CC=2N=N1.[CH3:44][C:45]1[CH:46]=[N:47][CH:48]=[C:49]([CH:53]=1)[C:50](O)=[O:51], predict the reaction product. The product is: [C:1]([O:5][C:6]([N:8]1[CH2:9][CH2:10][C:11]([C:14]#[N:15])([NH:16][C:50]([C:49]2[CH:48]=[N:47][CH:46]=[C:45]([CH3:44])[CH:53]=2)=[O:51])[CH2:12][CH2:13]1)=[O:7])([CH3:4])([CH3:2])[CH3:3]. (3) Given the reactants Br[C:2]1[C:10]2[N:9]=[C:8]([N:11]3[CH2:16][CH2:15][N:14]([C:17]4[C:22]([C:23]([F:26])([F:25])[F:24])=[CH:21][CH:20]=[CH:19][N:18]=4)[CH2:13][CH2:12]3)[NH:7][C:6]=2[CH:5]=[C:4]([C:27]([F:30])([F:29])[F:28])[CH:3]=1.[C:31]([CH:35]1[CH2:40][CH2:39][C:38](B2OC(C)(C)C(C)(C)O2)=[CH:37][CH2:36]1)([CH3:34])([CH3:33])[CH3:32], predict the reaction product. The product is: [C:31]([CH:35]1[CH2:40][CH2:39][C:38]([C:2]2[C:10]3[N:9]=[C:8]([N:11]4[CH2:12][CH2:13][N:14]([C:17]5[C:22]([C:23]([F:26])([F:25])[F:24])=[CH:21][CH:20]=[CH:19][N:18]=5)[CH2:15][CH2:16]4)[NH:7][C:6]=3[CH:5]=[C:4]([C:27]([F:29])([F:30])[F:28])[CH:3]=2)=[CH:37][CH2:36]1)([CH3:32])([CH3:33])[CH3:34]. (4) The product is: [Cl:1][C:2]1[C:3]([F:9])=[CH:4][C:5]([OH:8])=[C:6]([C:10](=[O:12])[CH3:11])[CH:7]=1. Given the reactants [Cl:1][C:2]1[CH:7]=[CH:6][C:5]([OH:8])=[CH:4][C:3]=1[F:9].[C:10](Cl)(=[O:12])[CH3:11].[N+](C1C=CC=CC=1)([O-])=O.[Cl-].[Cl-].[Cl-].[Al+3].Cl, predict the reaction product.